This data is from Full USPTO retrosynthesis dataset with 1.9M reactions from patents (1976-2016). The task is: Predict the reactants needed to synthesize the given product. (1) Given the product [CH3:1][C:2]1[O:6][N:5]=[C:4]([C:7]2[CH:8]=[CH:9][CH:10]=[CH:11][CH:12]=2)[C:3]=1[C:13]([N:26]1[CH2:25][CH2:24][N:23]([CH2:22][CH2:21][N:16]2[CH2:17][CH2:18][CH2:19][CH2:20]2)[CH2:28][CH2:27]1)=[O:15], predict the reactants needed to synthesize it. The reactants are: [CH3:1][C:2]1[O:6][N:5]=[C:4]([C:7]2[CH:12]=[CH:11][CH:10]=[CH:9][CH:8]=2)[C:3]=1[C:13]([OH:15])=O.[N:16]1([CH2:21][CH2:22][N:23]2[CH2:28][CH2:27][NH:26][CH2:25][CH2:24]2)[CH2:20][CH2:19][CH2:18][CH2:17]1.F[B-](F)(F)F.N1(OC(N(C)C)=[N+](C)C)C2C=CC=CC=2N=N1.C(N(C(C)C)CC)(C)C. (2) The reactants are: [N+](=[C:3](P(=O)(OC)OC)C(=O)C)=[N-].[NH2:13][C:14]1[C:15]2[C:22]([Br:23])=[CH:21][N:20]([C@@H:24]3[O:28][C@@:27]([CH2:31]O)([CH:29]=[O:30])[C@@H:26]([O:33][Si:34]([C:37]([CH3:40])([CH3:39])[CH3:38])([CH3:36])[CH3:35])[CH2:25]3)[C:16]=2[N:17]=[CH:18][N:19]=1.C(=O)([O-])[O-].[K+].[K+]. Given the product [NH2:13][C:14]1[C:15]2[C:22]([Br:23])=[CH:21][N:20]([C@@H:24]3[O:28][C@@:27]([CH2:29][OH:30])([C:31]#[CH:3])[C@@H:26]([O:33][Si:34]([C:37]([CH3:39])([CH3:40])[CH3:38])([CH3:35])[CH3:36])[CH2:25]3)[C:16]=2[N:17]=[CH:18][N:19]=1, predict the reactants needed to synthesize it. (3) Given the product [Cl:10][C:11]1[CH:12]=[C:13]([CH:16]=[CH:17][C:18]=1[O:19][CH3:20])[CH2:14][N:15]1[C:6]([CH3:8])=[CH:7][C:2]([OH:1])=[CH:3][C:4]1=[O:9], predict the reactants needed to synthesize it. The reactants are: [OH:1][C:2]1[CH:7]=[C:6]([CH3:8])O[C:4](=[O:9])[CH:3]=1.[Cl:10][C:11]1[CH:12]=[C:13]([CH:16]=[CH:17][C:18]=1[O:19][CH3:20])[CH2:14][NH2:15]. (4) Given the product [CH3:1][O:2][C:3]1[CH:8]=[CH:7][CH:6]=[C:5]([O:9][CH3:10])[C:4]=1[CH:11]1[N:16]([CH2:19][C:20]2[CH:25]=[CH:24][CH:23]=[C:22]([O:26][C:27]([F:28])([F:29])[F:30])[CH:21]=2)[C:15](=[O:17])[CH2:14][CH2:13][CH2:12]1, predict the reactants needed to synthesize it. The reactants are: [CH3:1][O:2][C:3]1[CH:8]=[CH:7][CH:6]=[C:5]([O:9][CH3:10])[C:4]=1[CH:11]1[NH:16][C:15](=[O:17])[CH2:14][CH2:13][CH2:12]1.Br[CH2:19][C:20]1[CH:25]=[CH:24][CH:23]=[C:22]([O:26][C:27]([F:30])([F:29])[F:28])[CH:21]=1.